This data is from Forward reaction prediction with 1.9M reactions from USPTO patents (1976-2016). The task is: Predict the product of the given reaction. (1) Given the reactants [CH3:1][O:2][C:3]1[CH:23]=[CH:22][C:6]2=[C:7]3[C:16](=[CH:17][CH:18]=[C:5]2[C:4]=1[O:24][CH3:25])[N:15]=[C:14]1[C:9]([C:10]([C:19](O)=[O:20])=[CH:11][CH:12]=[CH:13]1)=[N:8]3.[CH3:26][N:27]([CH3:31])[CH2:28][CH2:29][NH2:30], predict the reaction product. The product is: [CH3:26][N:27]([CH3:31])[CH2:28][CH2:29][NH:30][C:19]([C:10]1[C:9]2[C:14](=[N:15][C:16]3[C:7]([N:8]=2)=[C:6]2[CH:22]=[CH:23][C:3]([O:2][CH3:1])=[C:4]([O:24][CH3:25])[C:5]2=[CH:18][CH:17]=3)[CH:13]=[CH:12][CH:11]=1)=[O:20]. (2) Given the reactants COC[O:4][C:5]1[CH:6]=[CH:7][C:8]2[C@@H:9]3[C@@H:17]([CH2:18][CH:19](O)[C:20]=2[CH:21]=1)[C@H:16]1[C@@:12]([CH3:27])([C@@H:13]([O:23]COC)[CH2:14][CH2:15]1)[CH2:11][CH2:10]3.C[C:29]([CH3:32])([O-])[CH3:30].[K+].[CH:34](NC(C)C)([CH3:36])[CH3:35].C([Li])CCC.B(OC)(OC)[O:47][CH3:48].OO, predict the reaction product. The product is: [CH3:48][O:47][CH2:35][CH2:34][CH2:36][CH2:30][CH2:29][CH2:32][C@@H:19]1[CH2:18][C@@H:17]2[C@H:9]([CH2:10][CH2:11][C@@:12]3([CH3:27])[C@H:16]2[CH2:15][CH2:14][CH:13]3[OH:23])[C:8]2[CH:7]=[CH:6][C:5]([OH:4])=[CH:21][C:20]1=2. (3) Given the reactants [F:1][C:2]1[CH:3]=[C:4]([N:8]2[CH:13]=[CH:12][C:11]([C:14]([O:16]C)=[O:15])=[CH:10][C:9]2=[O:18])[CH:5]=[CH:6][CH:7]=1.[Li+].[OH-], predict the reaction product. The product is: [F:1][C:2]1[CH:3]=[C:4]([N:8]2[CH:13]=[CH:12][C:11]([C:14]([OH:16])=[O:15])=[CH:10][C:9]2=[O:18])[CH:5]=[CH:6][CH:7]=1. (4) Given the reactants [N:1]([C:4]1[N:13]=[CH:12][CH:11]=[C:10]2[C:5]=1[CH:6]=[CH:7][CH:8]=[N:9]2)=[N+]=[N-].Cl.[OH-].[Na+], predict the reaction product. The product is: [N:9]1[C:10]2[CH:11]=[CH:12][N:13]=[C:4]([NH2:1])[C:5]=2[CH:6]=[CH:7][CH:8]=1. (5) Given the reactants [Br:1][C:2]1[N:3]=[C:4]([CH2:22][CH2:23]Br)[N:5]([C:15]2[CH:20]=[CH:19][C:18]([Cl:21])=[CH:17][CH:16]=2)[C:6]=1[C:7]1[C:12]([F:13])=[CH:11][CH:10]=[CH:9][C:8]=1[F:14].[C-]#[N:26].[K+].C1OCCOCCOCCOCCOCCOC1, predict the reaction product. The product is: [Br:1][C:2]1[N:3]=[C:4]([CH2:22][C:23]#[N:26])[N:5]([C:15]2[CH:20]=[CH:19][C:18]([Cl:21])=[CH:17][CH:16]=2)[C:6]=1[C:7]1[C:8]([F:14])=[CH:9][CH:10]=[CH:11][C:12]=1[F:13].